Predict the reactants needed to synthesize the given product. From a dataset of Full USPTO retrosynthesis dataset with 1.9M reactions from patents (1976-2016). (1) Given the product [F:23][C:17]1[CH:18]=[CH:19][C:20]([F:22])=[CH:21][C:16]=1[N:15]1[C:11]([S:8]([C:4]2[CH:5]=[CH:6][CH:7]=[CH:2][CH:3]=2)(=[O:9])=[O:10])=[CH:12][C:13]([CH2:24][N:25]([CH3:33])[C:26](=[O:32])[O:27][C:28]([CH3:29])([CH3:30])[CH3:31])=[N:14]1, predict the reactants needed to synthesize it. The reactants are: Br[C:2]1[CH:3]=[C:4]([S:8]([C:11]2[N:15]([C:16]3[CH:21]=[C:20]([F:22])[CH:19]=[CH:18][C:17]=3[F:23])[N:14]=[C:13]([CH2:24][N:25]([CH3:33])[C:26](=[O:32])[O:27][C:28]([CH3:31])([CH3:30])[CH3:29])[CH:12]=2)(=[O:10])=[O:9])[CH:5]=[CH:6][CH:7]=1.C(N(CC)CC)C. (2) The reactants are: ClCCC[N:5]1[C:10]2[CH:11]=[CH:12][C:13]([F:16])=[C:14]([F:15])[C:9]=2[O:8][CH2:7][C:6]1=[O:17].C([O-])([O-])=O.[K+].[K+].[Na+].[I-].[CH2:26]([CH:30]1[CH2:35][CH2:34][NH:33][CH2:32][CH2:31]1)[CH2:27][CH2:28][CH3:29].[CH3:36][CH2:37][CH2:38]CCCC.CCOC(C)=O. Given the product [CH2:26]([CH:30]1[CH2:35][CH2:34][N:33]([CH2:36][CH2:37][CH2:38][CH:7]2[C:6](=[O:17])[NH:5][C:10]3[CH:11]=[CH:12][C:13]([F:16])=[C:14]([F:15])[C:9]=3[O:8]2)[CH2:32][CH2:31]1)[CH2:27][CH2:28][CH3:29], predict the reactants needed to synthesize it. (3) Given the product [NH2:39][CH2:2][CH2:3][O:4][CH2:5][CH2:6][N:7]1[C:15](=[O:16])[C:14]2[N:13]([CH2:17][C:18]3[CH:23]=[CH:22][C:21]([Cl:24])=[CH:20][CH:19]=3)[C:12]([O:25][C:26]3[CH:31]=[CH:30][CH:29]=[C:28]([O:32][C:33]([F:36])([F:35])[F:34])[CH:27]=3)=[N:11][C:10]=2[N:9]([CH3:37])[C:8]1=[O:38], predict the reactants needed to synthesize it. The reactants are: Br[CH2:2][CH2:3][O:4][CH2:5][CH2:6][N:7]1[C:15](=[O:16])[C:14]2[N:13]([CH2:17][C:18]3[CH:23]=[CH:22][C:21]([Cl:24])=[CH:20][CH:19]=3)[C:12]([O:25][C:26]3[CH:31]=[CH:30][CH:29]=[C:28]([O:32][C:33]([F:36])([F:35])[F:34])[CH:27]=3)=[N:11][C:10]=2[N:9]([CH3:37])[C:8]1=[O:38].[NH3:39]. (4) Given the product [C:1]([O:5][C:6]([N:7]1[CH2:8][C@@H:9]([CH3:10])[N:11]2[C:19]3[CH:18]=[C:17]([CH3:20])[C:16]([Br:21])=[CH:15][C:14]=3[CH:13]=[C:12]2[CH2:22]1)=[O:33])([CH3:4])([CH3:3])[CH3:2], predict the reactants needed to synthesize it. The reactants are: [C:1]([O:5][C:6](=[O:33])[NH:7][CH2:8][C@H:9]([N:11]1[C:19]2[C:14](=[CH:15][C:16]([Br:21])=[C:17]([CH3:20])[CH:18]=2)[CH:13]=[C:12]1[CH:22](C(C)(C)C(C)C)O[SiH](C)C)[CH3:10])([CH3:4])([CH3:3])[CH3:2].[F-].[NH4+]. (5) Given the product [F:48][C:35]1[CH:34]=[C:33]([C:20]2[CH:21]=[N:22][C:15]([N:12]3[CH2:11][CH2:10][CH:9]([C:7]4[O:6][N:5]=[C:4]([CH:1]([CH3:2])[CH3:3])[N:8]=4)[CH2:14][CH2:13]3)=[C:16]([CH:19]=2)[C:17]#[N:18])[CH:38]=[CH:37][C:36]=1[N:39]1[C:43](=[O:44])[N:42]([CH2:45][CH2:46][CH3:47])[N:41]=[CH:40]1, predict the reactants needed to synthesize it. The reactants are: [CH:1]([C:4]1[N:8]=[C:7]([CH:9]2[CH2:14][CH2:13][N:12]([C:15]3[N:22]=[CH:21][C:20](B4OC(C)(C)C(C)(C)O4)=[CH:19][C:16]=3[C:17]#[N:18])[CH2:11][CH2:10]2)[O:6][N:5]=1)([CH3:3])[CH3:2].Br[C:33]1[CH:38]=[CH:37][C:36]([N:39]2[C:43](=[O:44])[N:42]([CH2:45][CH2:46][CH3:47])[N:41]=[CH:40]2)=[C:35]([F:48])[CH:34]=1.C(=O)([O-])[O-].[Na+].[Na+]. (6) Given the product [CH3:23][O:24][C:25](=[O:26])[NH:1][C:2]1[CH:3]=[C:4]([C:9]([C:11]2[CH:12]=[N:13][CH:14]=[CH:15][CH:16]=2)=[O:10])[CH:5]=[C:6]([Br:8])[CH:7]=1, predict the reactants needed to synthesize it. The reactants are: [NH2:1][C:2]1[CH:3]=[C:4]([C:9]([C:11]2[CH:12]=[N:13][CH:14]=[CH:15][CH:16]=2)=[O:10])[CH:5]=[C:6]([Br:8])[CH:7]=1.N1C=CC=CC=1.[CH3:23][O:24][C:25](Cl)=[O:26]. (7) Given the product [NH2:60][CH:61]1[CH2:62][CH2:63][N:64]([CH:67]2[CH2:72][CH2:71][N:70]([C:48]([C:47]3[CH:46]=[C:45]([N:41]4[CH2:40][C:39]5[C:43](=[C:35]([Cl:34])[CH:36]=[CH:37][CH:38]=5)[C:42]4=[O:44])[CH:53]=[CH:52][CH:51]=3)=[O:50])[CH2:69][CH2:68]2)[CH2:65][CH2:66]1, predict the reactants needed to synthesize it. The reactants are: ClC1C2N=C(C3C=C(C=CC=3)C(NCCC3CCN(C4C=CN=CC=4)CC3)=O)SC=2C=CC=1.[Cl:34][C:35]1[CH:36]=[CH:37][CH:38]=[C:39]2[C:43]=1[C:42](=[O:44])[N:41]([C:45]1[CH:46]=[C:47]([CH:51]=[CH:52][CH:53]=1)[C:48]([OH:50])=O)[CH2:40]2.C(OC(=O)[NH:60][CH:61]1[CH2:66][CH2:65][N:64]([CH:67]2[CH2:72][CH2:71][NH:70][CH2:69][CH2:68]2)[CH2:63][CH2:62]1)(C)(C)C.C(O)(C(F)(F)F)=O.